Task: Predict the product of the given reaction.. Dataset: Forward reaction prediction with 1.9M reactions from USPTO patents (1976-2016) (1) Given the reactants C([N:8]([CH2:27][C:28]#[CH:29])[CH:9]1[C:17]2[C:12](=[CH:13][CH:14]=[C:15]([O:18][C:19](=[O:26])[C:20]3[CH:25]=[CH:24][CH:23]=[CH:22][CH:21]=3)[CH:16]=2)[CH2:11][CH2:10]1)(OC(C)(C)C)=O.Cl.O1CCOCC1, predict the reaction product. The product is: [CH2:27]([NH:8][C@H:9]1[C:17]2[C:12](=[CH:13][CH:14]=[C:15]([O:18][C:19](=[O:26])[C:20]3[CH:21]=[CH:22][CH:23]=[CH:24][CH:25]=3)[CH:16]=2)[CH2:11][CH2:10]1)[C:28]#[CH:29]. (2) The product is: [Cl:1][C:2]1[CH:7]=[CH:6][C:5]([C@@H:8]2[CH2:9][C@H:10]([NH:36][CH3:52])[CH2:11][C@H:12]2[C:13]([N:15]2[CH2:20][CH2:19][C:18]([CH2:21][N:22]3[C:26]([CH3:27])([CH3:28])[CH2:25][O:24][C:23]3=[O:29])([CH:30]3[CH2:31][CH2:32][CH2:33][CH2:34][CH2:35]3)[CH2:17][CH2:16]2)=[O:14])=[CH:4][CH:3]=1. Given the reactants [Cl:1][C:2]1[CH:7]=[CH:6][C:5]([C@H:8]2[C@H:12]([C:13]([N:15]3[CH2:20][CH2:19][C:18]([CH:30]4[CH2:35][CH2:34][CH2:33][CH2:32][CH2:31]4)([CH2:21][N:22]4[C:26]([CH3:28])([CH3:27])[CH2:25][O:24][C:23]4=[O:29])[CH2:17][CH2:16]3)=[O:14])[CH2:11][C@@H:10]([N:36]([CH3:52])S(C3C=CC([N+]([O-])=O)=CC=3[N+]([O-])=O)(=O)=O)[CH2:9]2)=[CH:4][CH:3]=1.C(N)CC, predict the reaction product. (3) The product is: [N:4]1[CH:5]=[CH:6][CH:7]=[CH:8][C:3]=1[C:1](=[O:17])[CH2:10][CH3:12]. Given the reactants [C:1]([C:3]1[CH:8]=[CH:7][CH:6]=[CH:5][N:4]=1)#N.C([Mg]Br)[CH:10]([CH3:12])C.C([O:17]CC)C, predict the reaction product.